Dataset: Retrosynthesis with 50K atom-mapped reactions and 10 reaction types from USPTO. Task: Predict the reactants needed to synthesize the given product. (1) Given the product COC(=O)C1CCNC(c2ccc(C(F)(F)F)c(F)c2)C1, predict the reactants needed to synthesize it. The reactants are: COC(=O)c1ccnc(-c2ccc(C(F)(F)F)c(F)c2)c1. (2) The reactants are: CCCC(Cl)OOC(=O)SCC.O=C(O)C1CCCC1. Given the product CCCC(OOC(=O)SCC)OC(=O)C1CCCC1, predict the reactants needed to synthesize it. (3) Given the product O=C(Nc1nc(C(=O)O)cs1)Nc1ccccc1OC(F)(F)F, predict the reactants needed to synthesize it. The reactants are: CCOC(=O)c1csc(NC(=O)Nc2ccccc2OC(F)(F)F)n1. (4) Given the product OC1CCC2(CCOC2)CC1, predict the reactants needed to synthesize it. The reactants are: O=C1CCC2(CCOC2)CC1. (5) Given the product O=C(Nc1ccnc(Br)c1)c1c(Cl)cccc1Cl, predict the reactants needed to synthesize it. The reactants are: Nc1ccnc(Br)c1.O=C(Cl)c1c(Cl)cccc1Cl.